Dataset: Full USPTO retrosynthesis dataset with 1.9M reactions from patents (1976-2016). Task: Predict the reactants needed to synthesize the given product. Given the product [Br:25][C:20]1[S:21][CH:22]=[C:18]([CH2:17][O:16][N:15]=[C:8]([C:5]2[CH:6]=[CH:7][C:2]([F:1])=[C:3]([CH3:24])[CH:4]=2)[C:9]2[N:13]([CH3:14])[N:12]=[N:11][N:10]=2)[N:19]=1, predict the reactants needed to synthesize it. The reactants are: [F:1][C:2]1[CH:7]=[CH:6][C:5]([C:8](=[N:15][O:16][CH2:17][C:18]2[N:19]=[C:20](N)[S:21][CH:22]=2)[C:9]2[N:13]([CH3:14])[N:12]=[N:11][N:10]=2)=[CH:4][C:3]=1[CH3:24].[Br-:25].[Na+].N(OC(C)(C)C)=O.